Dataset: Full USPTO retrosynthesis dataset with 1.9M reactions from patents (1976-2016). Task: Predict the reactants needed to synthesize the given product. (1) Given the product [C:9]([C:13]1[CH:17]=[C:16]([C:18]([NH:8][CH2:7][CH2:6][C:2]2[O:1][CH:5]=[CH:4][CH:3]=2)=[O:19])[NH:15][N:14]=1)([CH3:12])([CH3:10])[CH3:11], predict the reactants needed to synthesize it. The reactants are: [O:1]1[CH:5]=[CH:4][CH:3]=[C:2]1[CH2:6][CH2:7][NH2:8].[C:9]([C:13]1[CH:17]=[C:16]([C:18](O)=[O:19])[NH:15][N:14]=1)([CH3:12])([CH3:11])[CH3:10].C1CCC(N=C=NC2CCCCC2)CC1.C1C=CC2N(O)N=NC=2C=1. (2) Given the product [CH3:19][C:18]([C:15]1[CH:16]=[CH:17][C:12]([F:11])=[C:13]([O:21][CH3:22])[CH:14]=1)=[O:20], predict the reactants needed to synthesize it. The reactants are: CS(C)=O.C(Cl)(=O)C(Cl)=O.[F:11][C:12]1[CH:17]=[CH:16][C:15]([CH:18]([OH:20])[CH3:19])=[CH:14][C:13]=1[O:21][CH3:22].C(N(CC)CC)C. (3) Given the product [Br:5][CH2:6][CH2:7][CH2:8][CH2:9][C:10]([CH3:22])([C:16]1[CH:17]=[CH:18][CH:19]=[CH:20][CH:21]=1)[CH2:11][OH:12], predict the reactants needed to synthesize it. The reactants are: [Li+].[BH4-].CO.[Br:5][CH2:6][CH2:7][CH2:8][CH2:9][C:10]([CH3:22])([C:16]1[CH:21]=[CH:20][CH:19]=[CH:18][CH:17]=1)[C:11](OCC)=[O:12].[Cl-].[NH4+]. (4) Given the product [CH:42]1([C:36]2[CH:37]=[CH:38][C:39]([C:2]3[CH:3]=[CH:4][C:5]([CH2:6][C:7]4[N:8]([C:20]5[CH:21]=[C:22]([N:26]6[S:30](=[O:32])(=[O:31])[NH:29][C:28](=[O:33])[CH2:27]6)[CH:23]=[CH:24][CH:25]=5)[CH:9]=[C:10]([C:12]5[CH:17]=[CH:16][C:15]([Cl:18])=[CH:14][C:13]=5[Cl:19])[N:11]=4)=[CH:34][CH:35]=3)=[CH:40][CH:41]=2)[CH2:43][CH2:44][CH2:45][CH2:46][CH2:47]1, predict the reactants needed to synthesize it. The reactants are: Br[C:2]1[CH:35]=[CH:34][C:5]([CH2:6][C:7]2[N:8]([C:20]3[CH:21]=[C:22]([N:26]4[S:30](=[O:32])(=[O:31])[NH:29][C:28](=[O:33])[CH2:27]4)[CH:23]=[CH:24][CH:25]=3)[CH:9]=[C:10]([C:12]3[CH:17]=[CH:16][C:15]([Cl:18])=[CH:14][C:13]=3[Cl:19])[N:11]=2)=[CH:4][CH:3]=1.[CH:36]1([C:42]2[CH:47]=[CH:46][C:45](B(O)O)=[CH:44][CH:43]=2)[CH2:41][CH2:40][CH2:39][CH2:38][CH2:37]1. (5) Given the product [N:37]1([CH2:36][C:34]2[N:35]=[C:31]([NH:28][C:4]([C:6]3[C:7]4[N:8]=[CH:9][CH:10]=[N:11][C:12]=4[C:13]([C:16]4[C:17]([F:27])=[C:18]([O:25][CH3:26])[CH:19]=[C:20]([O:23][CH3:24])[C:21]=4[F:22])=[CH:14][CH:15]=3)=[O:5])[NH:32][CH:33]=2)[CH2:42][CH2:41][O:40][CH2:39][CH2:38]1, predict the reactants needed to synthesize it. The reactants are: C(O[C:4]([C:6]1[C:7]2[N:8]=[CH:9][CH:10]=[N:11][C:12]=2[C:13]([C:16]2[C:21]([F:22])=[C:20]([O:23][CH3:24])[CH:19]=[C:18]([O:25][CH3:26])[C:17]=2[F:27])=[CH:14][CH:15]=1)=[O:5])C.[N+:28]([C:31]1[NH:32][CH:33]=[C:34]([CH2:36][N:37]2[CH2:42][CH2:41][O:40][CH2:39][CH2:38]2)[N:35]=1)([O-])=O.CO.C1COCC1.CO. (6) Given the product [C:1]([NH:7][C:8]1[CH:9]=[CH:10][C:11]2[N:12]([CH2:21][CH3:22])[C:13]3[C:18]([C:19]=2[C:20]=1[CH3:23])=[CH:17][CH:16]=[CH:15][CH:14]=3)(=[O:6])[C:2]([CH3:5])([CH3:4])[CH3:3], predict the reactants needed to synthesize it. The reactants are: [C:1]([NH:7][C:8]1[CH:9]=[CH:10][C:11]2[N:12]([CH2:21][CH3:22])[C:13]3[C:18]([C:19]=2[CH:20]=1)=[CH:17][CH:16]=[CH:15][CH:14]=3)(=[O:6])[C:2]([CH3:5])([CH3:4])[CH3:3].[C:23]([Li])(C)(C)C.CCCCC.IC. (7) Given the product [CH3:34][O:35][C:36](=[O:45])[C:37]1[CH:42]=[CH:41][CH:40]=[C:39]([CH2:43][N:11]2[C:10](=[O:33])[CH:9]=[C:8]([N:4]3[CH2:5][CH2:6][CH2:7][C@@H:2]([NH2:1])[CH2:3]3)[N:13]([CH2:14][C:15]3[CH:22]=[CH:21][CH:20]=[CH:19][C:16]=3[C:17]#[N:18])[C:12]2=[O:23])[CH:38]=1, predict the reactants needed to synthesize it. The reactants are: [NH2:1][C@@H:2]1[CH2:7][CH2:6][CH2:5][N:4]([C:8]2[N:13]([CH2:14][C:15]3[CH:22]=[CH:21][CH:20]=[CH:19][C:16]=3[C:17]#[N:18])[C:12](=[O:23])[N:11](CC3C=CC=C(C#N)C=3)[C:10](=[O:33])[CH:9]=2)[CH2:3]1.[CH3:34][O:35][C:36](=[O:45])[C:37]1[CH:42]=[CH:41][CH:40]=[C:39]([CH2:43]Br)[CH:38]=1. (8) The reactants are: [Cl:1][C:2]1[CH:7]=[CH:6][C:5]([C@H:8]2[C@@H:12]([C:13]3[CH:18]=[CH:17][C:16]([Cl:19])=[CH:15][CH:14]=3)[N:11]([C:20](Cl)=[O:21])[C:10]([C:23]3[CH:28]=[CH:27][C:26]([C:29]([C:32]#[N:33])([CH3:31])[CH3:30])=[CH:25][C:24]=3[O:34][CH2:35][CH3:36])=[N:9]2)=[CH:4][CH:3]=1.[CH3:37][O:38][CH2:39][CH2:40][N:41]([CH2:51][CH2:52][O:53][CH3:54])[C:42](=[O:50])[CH2:43][N:44]1[CH2:49][CH2:48][NH:47][CH2:46][CH2:45]1. Given the product [Cl:1][C:2]1[CH:3]=[CH:4][C:5]([C@H:8]2[C@@H:12]([C:13]3[CH:14]=[CH:15][C:16]([Cl:19])=[CH:17][CH:18]=3)[N:11]([C:20]([N:47]3[CH2:48][CH2:49][N:44]([CH2:43][C:42]([N:41]([CH2:40][CH2:39][O:38][CH3:37])[CH2:51][CH2:52][O:53][CH3:54])=[O:50])[CH2:45][CH2:46]3)=[O:21])[C:10]([C:23]3[CH:28]=[CH:27][C:26]([C:29]([C:32]#[N:33])([CH3:30])[CH3:31])=[CH:25][C:24]=3[O:34][CH2:35][CH3:36])=[N:9]2)=[CH:6][CH:7]=1, predict the reactants needed to synthesize it. (9) The reactants are: [NH:1]1[C:5]2[CH:6]=[C:7]([C:10](O)=[O:11])[CH:8]=[CH:9][C:4]=2[N:3]=[CH:2]1.C(N(C(C)C)CC)(C)C.[BH4-].[Na+].CO. Given the product [NH:1]1[C:5]2[CH:6]=[C:7]([CH2:10][OH:11])[CH:8]=[CH:9][C:4]=2[N:3]=[CH:2]1, predict the reactants needed to synthesize it.